This data is from Forward reaction prediction with 1.9M reactions from USPTO patents (1976-2016). The task is: Predict the product of the given reaction. Given the reactants [Cl:1][C:2]1[CH:7]=[CH:6][C:5]([C:8]2[CH:9]=[C:10]([NH2:20])[CH:11]=[N:12][C:13]=2[O:14][CH2:15][C:16]([F:19])([F:18])[F:17])=[CH:4][CH:3]=1.[O:21]1[CH2:25][CH2:24][CH:23]([C:26](O)=[O:27])[CH2:22]1, predict the reaction product. The product is: [Cl:1][C:2]1[CH:3]=[CH:4][C:5]([C:8]2[CH:9]=[C:10]([NH:20][C:26]([CH:23]3[CH2:24][CH2:25][O:21][CH2:22]3)=[O:27])[CH:11]=[N:12][C:13]=2[O:14][CH2:15][C:16]([F:17])([F:18])[F:19])=[CH:6][CH:7]=1.